Task: Predict the reaction yield, written as a fraction of the theoretical maximum amount of product (1.0 means a 100% yield; for example, 0.34 means a 34% yield).. Dataset: Reaction yield outcomes from USPTO patents with 853,638 reactions (1) The reactants are [Al].[Br:2][C:3]1[N:7]=[C:6]([Br:8])[N:5]([CH2:9][C:10]([CH3:12])=[CH2:11])[N:4]=1.[BH4-].[Na+].[OH2:15]. The catalyst is C1COCC1. The product is [Br:2][C:3]1[N:7]=[C:6]([Br:8])[N:5]([CH2:9][C:10]([CH3:12])([OH:15])[CH3:11])[N:4]=1. The yield is 0.960. (2) The reactants are Cl.[C:2]([S:5][CH2:6][C:7]1[CH2:13][CH2:12][O:11][C:10]2[CH:14]=[CH:15][C:16]([Br:18])=[CH:17][C:9]=2[C:8]=1[CH3:19])(=[NH:4])[NH2:3].OS(C(F)(F)F)(=O)=O.[OH-].[Na+].C([O-])(O)=O.[Na+]. The catalyst is C(O)(C(F)(F)F)=O.C(OCC)C. The product is [Br:18][C:16]1[CH:15]=[CH:14][C:10]2[O:11][CH2:12][CH2:13][C@@H:7]3[CH2:6][S:5][C:2]([NH2:3])=[N:4][C@:8]3([CH3:19])[C:9]=2[CH:17]=1. The yield is 0.560.